From a dataset of Reaction yield outcomes from USPTO patents with 853,638 reactions. Predict the reaction yield, written as a fraction of the theoretical maximum amount of product (1.0 means a 100% yield; for example, 0.34 means a 34% yield). (1) The reactants are [NH:1]1[CH2:4][CH:3]([NH:5][C:6](=[O:37])[C:7]2[CH:12]=[C:11]([O:13][CH3:14])[C:10]([NH:15][C:16]3[N:17]=[CH:18][C:19]4[N:25]([CH3:26])[C:24](=[O:27])[C:23]([F:29])([F:28])[CH2:22][N:21]([CH:30]5[CH2:34][CH2:33][CH2:32][CH2:31]5)[C:20]=4[N:35]=3)=[CH:9][C:8]=2[F:36])[CH2:2]1.C(Cl)Cl.CO.[C:43]1(=O)[CH2:47][CH2:46][CH2:45][CH2:44]1. The catalyst is CC(O)=O. The product is [CH:30]1([N:21]2[CH2:22][C:23]([F:28])([F:29])[C:24](=[O:27])[N:25]([CH3:26])[C:19]3[CH:18]=[N:17][C:16]([NH:15][C:10]4[C:11]([O:13][CH3:14])=[CH:12][C:7]([C:6]([NH:5][CH:3]5[CH2:2][N:1]([CH:43]6[CH2:47][CH2:46][CH2:45][CH2:44]6)[CH2:4]5)=[O:37])=[C:8]([F:36])[CH:9]=4)=[N:35][C:20]2=3)[CH2:34][CH2:33][CH2:32][CH2:31]1. The yield is 0.0900. (2) The product is [CH2:20]([O:27][C@@H:28]1[C@@H:37]([O:38][C:39]2[CH:44]=[CH:43][C:42]([C:6]3[CH:7]=[CH:8][CH:9]=[C:4]([C:3]([NH:2][CH3:1])=[O:19])[CH:5]=3)=[CH:41][CH:40]=2)[O:36][C@H:35]2[C@@H:30]([O:31][CH:32]([C:46]3[CH:51]=[CH:50][CH:49]=[CH:48][CH:47]=3)[O:33][CH2:34]2)[C@@H:29]1[F:52])[C:21]1[CH:26]=[CH:25][CH:24]=[CH:23][CH:22]=1. The yield is 0.400. The catalyst is CO.[Pd]. The reactants are [CH3:1][NH:2][C:3](=[O:19])[C:4]1[CH:9]=[CH:8][CH:7]=[C:6](B2OC(C)(C)C(C)(C)O2)[CH:5]=1.[CH2:20]([O:27][C@@H:28]1[CH:37]([O:38][C:39]2[CH:44]=[CH:43][C:42](I)=[CH:41][CH:40]=2)[O:36][C@H:35]2[C@@H:30]([O:31][CH:32]([C:46]3[CH:51]=[CH:50][CH:49]=[CH:48][CH:47]=3)[O:33][CH2:34]2)[C@@H:29]1[F:52])[C:21]1[CH:26]=[CH:25][CH:24]=[CH:23][CH:22]=1.C([O-])([O-])=O.[Cs+].[Cs+]. (3) The reactants are [CH2:1]([N:3]([CH2:15][CH3:16])[CH2:4][CH2:5][CH2:6][O:7][C:8]1[CH:13]=[CH:12][C:11]([NH2:14])=[CH:10][CH:9]=1)[CH3:2].[Cl:17][C:18]1[CH:19]=[C:20]2[C:24](=[CH:25][CH:26]=1)[NH:23][C:22](=[O:27])[C:21]2=[CH:28]O. No catalyst specified. The product is [Cl:17][C:18]1[CH:19]=[C:20]2[C:24](=[CH:25][CH:26]=1)[NH:23][C:22](=[O:27])[C:21]2=[CH:28][NH:14][C:11]1[CH:10]=[CH:9][C:8]([O:7][CH2:6][CH2:5][CH2:4][N:3]([CH2:1][CH3:2])[CH2:15][CH3:16])=[CH:13][CH:12]=1. The yield is 0.460. (4) The yield is 0.290. The product is [NH2:20][C:19]1[C:3]2[C:4]([C:12]3[CH:17]=[CH:16][CH:15]=[CH:14][C:13]=3[Cl:18])=[N:5][C:6]([NH:8][CH:9]3[CH2:11][CH2:10]3)=[N:7][C:2]=2[S:21][C:22]=1[C:23]([NH2:25])=[O:24]. The reactants are Cl[C:2]1[N:7]=[C:6]([NH:8][CH:9]2[CH2:11][CH2:10]2)[N:5]=[C:4]([C:12]2[CH:17]=[CH:16][CH:15]=[CH:14][C:13]=2[Cl:18])[C:3]=1[C:19]#[N:20].[SH:21][CH2:22][C:23]([NH2:25])=[O:24].C(=O)([O-])[O-].[Na+].[Na+].[O-]CC.[Na+]. The catalyst is C(O)C. (5) The reactants are [CH2:1]([N:3]1[C:7]([C:8]([OH:10])=O)=[CH:6][C:5]([CH3:11])=[N:4]1)[CH3:2].S(Cl)(Cl)=O.[NH2:16][C:17]1[CH:18]=[C:19]([CH:32]=[CH:33][CH:34]=1)[C:20]([C:22]1[CH:23]=[C:24]2[C:28](=[CH:29][CH:30]=1)[NH:27][C:26](=[O:31])[CH2:25]2)=[O:21]. The catalyst is C1COCC1. The product is [O:31]=[C:26]1[CH2:25][C:24]2[C:28](=[CH:29][CH:30]=[C:22]([C:20]([C:19]3[CH:18]=[C:17]([NH:16][C:8]([C:7]4[N:3]([CH2:1][CH3:2])[N:4]=[C:5]([CH3:11])[CH:6]=4)=[O:10])[CH:34]=[CH:33][CH:32]=3)=[O:21])[CH:23]=2)[NH:27]1. The yield is 0.760. (6) The catalyst is O.C1COCC1. The product is [C:3]([O:7][C:8]([N:10]([OH:29])[C:11]1([CH3:28])[C:15](=[O:16])[N:14]([CH3:17])[N:13]=[C:12]1[C:18]1[CH:19]=[CH:20][C:21]([C:22]([OH:24])=[O:23])=[CH:26][CH:27]=1)=[O:9])([CH3:6])([CH3:4])[CH3:5]. The yield is 0.840. The reactants are [OH-].[Li+].[C:3]([O:7][C:8]([N:10]([O:29]C(OC(C)(C)C)=O)[C:11]1([CH3:28])[C:15](=[O:16])[N:14]([CH3:17])[N:13]=[C:12]1[C:18]1[CH:27]=[CH:26][C:21]([C:22]([O:24]C)=[O:23])=[CH:20][CH:19]=1)=[O:9])([CH3:6])([CH3:5])[CH3:4].